This data is from Forward reaction prediction with 1.9M reactions from USPTO patents (1976-2016). The task is: Predict the product of the given reaction. Given the reactants [ClH:1].O1CCOCC1.OC(C(F)(F)F)=O.OC(C(F)(F)F)=O.[CH3:22][O:23][C:24]1[CH:53]=[CH:52][C:27]2[N:28]=[C:29]([N:31]3[CH2:36][CH2:35][N:34](C(OC(C)(C)C)=O)[CH2:33][CH:32]3[CH2:44][O:45][C:46]3[CH:47]=[N:48][CH:49]=[CH:50][CH:51]=3)[O:30][C:26]=2[CH:25]=1, predict the reaction product. The product is: [ClH:1].[CH3:22][O:23][C:24]1[CH:53]=[CH:52][C:27]2[N:28]=[C:29]([N:31]3[CH2:36][CH2:35][NH:34][CH2:33][CH:32]3[CH2:44][O:45][C:46]3[CH:47]=[N:48][CH:49]=[CH:50][CH:51]=3)[O:30][C:26]=2[CH:25]=1.